This data is from Peptide-MHC class I binding affinity with 185,985 pairs from IEDB/IMGT. The task is: Regression. Given a peptide amino acid sequence and an MHC pseudo amino acid sequence, predict their binding affinity value. This is MHC class I binding data. (1) The peptide sequence is SYMMDDLELI. The MHC is HLA-C07:01 with pseudo-sequence HLA-C07:01. The binding affinity (normalized) is 0.0847. (2) The binding affinity (normalized) is 0. The MHC is H-2-Kb with pseudo-sequence H-2-Kb. The peptide sequence is GEIGAIALDF. (3) The peptide sequence is SIMSMMNIT. The MHC is HLA-A68:02 with pseudo-sequence HLA-A68:02. The binding affinity (normalized) is 0.282. (4) The peptide sequence is QKDPPFQW. The MHC is Mamu-B17 with pseudo-sequence Mamu-B17. The binding affinity (normalized) is 0.